This data is from Forward reaction prediction with 1.9M reactions from USPTO patents (1976-2016). The task is: Predict the product of the given reaction. (1) Given the reactants [NH2:1][C:2]1[CH:30]=[CH:29][C:5]([O:6][C:7]2[CH:12]=[CH:11][N:10]=[C:9]3[CH:13]=[C:14]([C:16]4[CH:17]=[N:18][N:19]([CH2:21][CH2:22][N:23]5[CH2:27][CH2:26][CH2:25][C:24]5=[O:28])[CH:20]=4)[S:15][C:8]=23)=[C:4]([F:31])[CH:3]=1.[N:32]1[CH:37]=[CH:36][CH:35]=C[CH:33]=1.ClC(OC1C=CC=CC=1)=[O:40].C1(N)CC1, predict the reaction product. The product is: [CH:37]1([NH:32][C:33]([NH:1][C:2]2[CH:30]=[CH:29][C:5]([O:6][C:7]3[CH:12]=[CH:11][N:10]=[C:9]4[CH:13]=[C:14]([C:16]5[CH:17]=[N:18][N:19]([CH2:21][CH2:22][N:23]6[CH2:27][CH2:26][CH2:25][C:24]6=[O:28])[CH:20]=5)[S:15][C:8]=34)=[C:4]([F:31])[CH:3]=2)=[O:40])[CH2:35][CH2:36]1. (2) The product is: [N:7]1[CH:8]=[CH:9][C:4]([C:2]#[C:3][C:11]2[CH:18]=[CH:17][C:14]([CH2:15][OH:16])=[CH:13][CH:12]=2)=[CH:5][CH:6]=1. Given the reactants Cl.[C:2]([C:4]1[CH:9]=[CH:8][N:7]=[CH:6][CH:5]=1)#[CH:3].I[C:11]1[CH:18]=[CH:17][C:14]([CH2:15][OH:16])=[CH:13][CH:12]=1, predict the reaction product.